Dataset: NCI-60 drug combinations with 297,098 pairs across 59 cell lines. Task: Regression. Given two drug SMILES strings and cell line genomic features, predict the synergy score measuring deviation from expected non-interaction effect. (1) Drug 1: CC(C1=C(C=CC(=C1Cl)F)Cl)OC2=C(N=CC(=C2)C3=CN(N=C3)C4CCNCC4)N. Drug 2: C1CCC(C(C1)N)N.C(=O)(C(=O)[O-])[O-].[Pt+4]. Cell line: SNB-19. Synergy scores: CSS=25.6, Synergy_ZIP=-1.41, Synergy_Bliss=5.47, Synergy_Loewe=2.74, Synergy_HSA=6.39. (2) Drug 1: COC1=C(C=C2C(=C1)N=CN=C2NC3=CC(=C(C=C3)F)Cl)OCCCN4CCOCC4. Cell line: BT-549. Drug 2: CC(C)(C#N)C1=CC(=CC(=C1)CN2C=NC=N2)C(C)(C)C#N. Synergy scores: CSS=23.0, Synergy_ZIP=-6.38, Synergy_Bliss=-1.28, Synergy_Loewe=0.385, Synergy_HSA=-0.0725.